Dataset: Full USPTO retrosynthesis dataset with 1.9M reactions from patents (1976-2016). Task: Predict the reactants needed to synthesize the given product. (1) Given the product [C:17]1(=[CH:21][C:22]([NH:1][C:2]2[CH:7]=[CH:6][CH:5]=[CH:4][CH:3]=2)=[O:23])[CH2:20][CH2:19][CH2:18]1, predict the reactants needed to synthesize it. The reactants are: [NH2:1][C:2]1[CH:7]=[CH:6][CH:5]=[CH:4][CH:3]=1.C(N(C(C)C)C(C)C)C.[C:17]1(=[CH:21][C:22](Cl)=[O:23])[CH2:20][CH2:19][CH2:18]1. (2) The reactants are: C1(O[C:8](=[O:29])[NH:9][C:10]2[CH:11]=[N:12][C:13]([O:16][C:17]3[C:22]4[C:23]([CH3:27])([CH3:26])[CH2:24][O:25][C:21]=4[C:20]([CH3:28])=[CH:19][CH:18]=3)=[CH:14][CH:15]=2)C=CC=CC=1.O.[NH2:31][NH2:32].O. Given the product [CH3:26][C:23]1([CH3:27])[C:22]2[C:17]([O:16][C:13]3[N:12]=[CH:11][C:10]([NH:9][C:8]([NH:31][NH2:32])=[O:29])=[CH:15][CH:14]=3)=[CH:18][CH:19]=[C:20]([CH3:28])[C:21]=2[O:25][CH2:24]1, predict the reactants needed to synthesize it. (3) The reactants are: Br[C:2]1[CH:11]=[CH:10][C:5]([C:6]([O:8][CH3:9])=[O:7])=[CH:4][N:3]=1.[Br-].[CH2:13]([O:15][C:16](=[O:21])[CH2:17][CH2:18][CH2:19][Zn+])[CH3:14]. Given the product [CH2:13]([O:15][C:16](=[O:21])[CH2:17][CH2:18][CH2:19][C:2]1[CH:11]=[CH:10][C:5]([C:6]([O:8][CH3:9])=[O:7])=[CH:4][N:3]=1)[CH3:14], predict the reactants needed to synthesize it. (4) Given the product [Cl:18][C:19]1[CH:20]=[C:21]([NH:4][C:3]([C:5]2[C:9]([NH:10][CH2:11][CH2:12][NH:13][S:14]([CH3:17])(=[O:16])=[O:15])=[N:8][O:7][N:6]=2)=[N:2][OH:1])[CH:23]=[CH:24][C:25]=1[F:26], predict the reactants needed to synthesize it. The reactants are: [OH:1][N:2]=[C:3]([C:5]1[C:9]([NH:10][CH2:11][CH2:12][NH:13][S:14]([CH3:17])(=[O:16])=[O:15])=[N:8][O:7][N:6]=1)[NH2:4].[Cl:18][C:19]1[CH:20]=[C:21]([CH:23]=[CH:24][C:25]=1[F:26])N. (5) Given the product [Cl:1][C:2]1[CH:3]=[C:4]([C:33]2[CH:32]=[N:31][CH:36]=[CH:35][CH:34]=2)[CH:5]=[C:6]([Cl:22])[C:7]=1[CH2:8][CH:9]1[CH2:13][CH2:12][N:11]([C@H:14]2[CH2:19][CH2:18][C@H:17]([F:20])[CH2:16][CH2:15]2)[C:10]1=[O:21], predict the reactants needed to synthesize it. The reactants are: [Cl:1][C:2]1[CH:3]=[C:4](OS(C(F)(F)F)(=O)=O)[CH:5]=[C:6]([Cl:22])[C:7]=1[CH2:8][CH:9]1[CH2:13][CH2:12][N:11]([C@H:14]2[CH2:19][CH2:18][C@H:17]([F:20])[CH2:16][CH2:15]2)[C:10]1=[O:21].[N:31]1[CH:36]=[CH:35][CH:34]=[C:33](B(O)O)[CH:32]=1.C([O-])([O-])=O.[Na+].[Na+].